Dataset: Forward reaction prediction with 1.9M reactions from USPTO patents (1976-2016). Task: Predict the product of the given reaction. (1) Given the reactants CS(C)=O.C(Cl)(=O)C(Cl)=O.[CH:11]1([CH:16]([CH2:19][CH:20]=[CH2:21])[CH2:17][OH:18])[CH2:15][CH2:14][CH2:13][CH2:12]1.C(N(CC)CC)C.Cl, predict the reaction product. The product is: [CH:11]1([CH:16]([CH2:19][CH:20]=[CH2:21])[CH:17]=[O:18])[CH2:15][CH2:14][CH2:13][CH2:12]1. (2) The product is: [CH3:48][O:49][C:50]1[CH:55]=[CH:54][C:53]([C@@H:56]2[N:60]3[CH2:61][CH2:62][N:63]([C:7]([C:6]4[CH:5]=[N:4][C:3]([C:2]([F:1])([F:13])[F:12])=[CH:11][CH:10]=4)=[O:9])[CH2:64][C@@H:59]3[CH2:58][CH2:57]2)=[C:52]([CH3:65])[C:51]=1[CH3:66]. Given the reactants [F:1][C:2]([F:13])([F:12])[C:3]1[CH:11]=[CH:10][C:6]([C:7]([OH:9])=O)=[CH:5][N:4]=1.F[P-](F)(F)(F)(F)F.N1(O[P+](N(C)C)(N(C)C)N(C)C)C2C=CC=CC=2N=N1.CCN(CC)CC.[CH3:48][O:49][C:50]1[CH:55]=[CH:54][C:53]([C@@H:56]2[N:60]3[CH2:61][CH2:62][NH:63][CH2:64][C@@H:59]3[CH2:58][CH2:57]2)=[C:52]([CH3:65])[C:51]=1[CH3:66], predict the reaction product. (3) Given the reactants [NH:1]1[CH2:6][CH2:5][CH2:4][C@H:3]([CH2:7][N:8]2[C:12]3[CH:13]=[CH:14][CH:15]=[CH:16][C:11]=3[N:10]=[C:9]2[CH2:17][N:18]([CH2:29][CH2:30][CH3:31])[C@@H:19]2[C:28]3[N:27]=[CH:26][CH:25]=[CH:24][C:23]=3[CH2:22][CH2:21][CH2:20]2)[CH2:2]1.[CH3:32]N(CC1N(C[C@H]2CCCN(C)C2)C2C=CC=CC=2N=1)[C@@H]1C2N=CC=CC=2CCC1, predict the reaction product. The product is: [CH3:32][N:1]1[CH2:6][CH2:5][CH2:4][C@H:3]([CH2:7][N:8]2[C:12]3[CH:13]=[CH:14][CH:15]=[CH:16][C:11]=3[N:10]=[C:9]2[CH2:17][N:18]([CH2:29][CH2:30][CH3:31])[C@@H:19]2[C:28]3[N:27]=[CH:26][CH:25]=[CH:24][C:23]=3[CH2:22][CH2:21][CH2:20]2)[CH2:2]1. (4) Given the reactants [CH3:1][O:2][C:3]([C:5]#[C:6][C:7]([O:9][CH3:10])=[O:8])=[O:4].O/[C:12](=[CH:17]\[C:18](=[O:28])[CH2:19][CH2:20][CH2:21][CH2:22][CH2:23][CH2:24][CH2:25][CH2:26][CH3:27])/[C:13]([O:15][CH3:16])=[O:14].C1C=CC(P(C2C=CC=CC=2)C2C=CC=CC=2)=CC=1, predict the reaction product. The product is: [CH3:1][O:2][C:3](/[C:5](/[C:12](/[C:13]([O:15][CH3:16])=[O:14])=[CH:17]/[C:18](=[O:28])[CH2:19][CH2:20][CH2:21][CH2:22][CH2:23][CH2:24][CH2:25][CH2:26][CH3:27])=[CH:6]\[C:7]([O:9][CH3:10])=[O:8])=[O:4].